This data is from Forward reaction prediction with 1.9M reactions from USPTO patents (1976-2016). The task is: Predict the product of the given reaction. (1) The product is: [Br:3][C:4]1[C:13]([O:14][CH3:15])=[CH:12][CH:11]=[C:10]2[C:5]=1[CH:6]=[CH:7][C:8]([CH2:16][NH:17][CH3:18])=[CH:9]2. Given the reactants [BH4-].[Na+].[Br:3][C:4]1[C:13]([O:14][CH3:15])=[CH:12][CH:11]=[C:10]2[C:5]=1[CH:6]=[CH:7][C:8]([CH:16]=[N:17][CH3:18])=[CH:9]2.Cl, predict the reaction product. (2) Given the reactants [Cl:1][C:2]1[CH:7]=[C:6]([O:8][C:9]2[C:18]3[C:13](=[CH:14][C:15]([O:21][CH3:22])=[C:16]([O:19][CH3:20])[CH:17]=3)[N:12]=[CH:11][CH:10]=2)[CH:5]=[CH:4][C:3]=1[NH:23][C:24]([NH:26][C:27]1[CH:31]=[C:30]([CH3:32])[O:29][N:28]=1)=[O:25].[C:33]([OH:40])(=[O:39])/[CH:34]=[CH:35]\[C:36]([OH:38])=[O:37], predict the reaction product. The product is: [C:33]([OH:40])(=[O:39])/[CH:34]=[CH:35]\[C:36]([OH:38])=[O:37].[Cl:1][C:2]1[CH:7]=[C:6]([O:8][C:9]2[C:18]3[C:13](=[CH:14][C:15]([O:21][CH3:22])=[C:16]([O:19][CH3:20])[CH:17]=3)[N:12]=[CH:11][CH:10]=2)[CH:5]=[CH:4][C:3]=1[NH:23][C:24]([NH:26][C:27]1[CH:31]=[C:30]([CH3:32])[O:29][N:28]=1)=[O:25]. (3) Given the reactants C1C=CC2N([OH:10])N=NC=2C=1.O.CCN=C=NC[CH2:18][CH2:19][N:20]([CH3:22])[CH3:21].Cl.Cl.[O:25]=[C:26]1[NH:34][C:33]2[C:28](=[N:29][C:30]([C:35]3[CH:36]=[N:37][N:38]4[CH:43]=[CH:42][C:41]([C:44]#[N:45])=[CH:40][C:39]=34)=[N:31][CH:32]=2)[N:27]1[C@H:46]1[CH2:51][CH2:50][CH2:49][NH:48][CH2:47]1, predict the reaction product. The product is: [CH3:21][N:20]([CH3:22])[CH2:19][C:18]([N:48]1[CH2:49][CH2:50][CH2:51][C@H:46]([N:27]2[C:26](=[O:25])[NH:34][C:33]3[C:28]2=[N:29][C:30]([C:35]2[CH:36]=[N:37][N:38]4[CH:43]=[CH:42][C:41]([C:44]#[N:45])=[CH:40][C:39]=24)=[N:31][CH:32]=3)[CH2:47]1)=[O:10]. (4) Given the reactants Br[C:2]1[CH:8]=[C:7]([F:9])[C:5]([NH2:6])=[C:4]([Cl:10])[CH:3]=1.[F:11][C:12]1[CH:17]=[CH:16][CH:15]=[CH:14][C:13]=1B(O)O, predict the reaction product. The product is: [Cl:10][C:4]1[CH:3]=[C:2]([C:13]2[CH:14]=[CH:15][CH:16]=[CH:17][C:12]=2[F:11])[CH:8]=[C:7]([F:9])[C:5]=1[NH2:6].